From a dataset of Forward reaction prediction with 1.9M reactions from USPTO patents (1976-2016). Predict the product of the given reaction. (1) Given the reactants C([N:8]1[CH2:13][CH2:12][N:11]([C:14]2[C:22]3[O:21][C:20]([C:23]([N:25]([CH3:27])[CH3:26])=[O:24])=[CH:19][C:18]=3[CH:17]=[CH:16][CH:15]=2)[CH2:10][CH2:9]1)C1C=CC=CC=1.C(O)(=O)C.C(N(CC)CC)C, predict the reaction product. The product is: [CH3:26][N:25]([CH3:27])[C:23]([C:20]1[O:21][C:22]2[C:14]([N:11]3[CH2:12][CH2:13][NH:8][CH2:9][CH2:10]3)=[CH:15][CH:16]=[CH:17][C:18]=2[CH:19]=1)=[O:24]. (2) The product is: [CH3:19][N:20]1[CH:7]([C:3]2[CH:2]=[N:1][CH:6]=[CH:5][CH:4]=2)[CH2:8][C:9](=[O:18])[CH2:10][CH:11]1[C:12]1[CH:13]=[N:14][CH:15]=[CH:16][CH:17]=1. Given the reactants [N:1]1[CH:6]=[CH:5][CH:4]=[C:3](/[CH:7]=[CH:8]/[C:9](=[O:18])/[CH:10]=[CH:11]/[C:12]2[CH:13]=[N:14][CH:15]=[CH:16][CH:17]=2)[CH:2]=1.[CH3:19][NH2:20], predict the reaction product. (3) Given the reactants C(N(CCC)[C:5]([CH2:7][O:8][C:9](=[O:44])[CH2:10][O:11][C:12]1[CH:17]=[CH:16][C:15]([CH2:18][CH2:19][C:20]([N:22]2[CH2:43][CH2:42][C:25]3([NH:29]/[C:28](=[N:30]/[C:31]([C:33]4[C:38]([NH2:39])=[N:37][C:36]([NH2:40])=[C:35]([Cl:41])[N:34]=4)=[O:32])/[NH:27][CH2:26]3)[CH2:24][CH2:23]2)=[O:21])=[CH:14][CH:13]=1)=[O:6])CC.BrCC([O:52][C:53]([CH3:56])([CH3:55])[CH3:54])=O, predict the reaction product. The product is: [C:53]([O:52][C:5]([CH2:7][O:8][C:9](=[O:44])[CH2:10][O:11][C:12]1[CH:13]=[CH:14][C:15]([CH2:18][CH2:19][C:20]([N:22]2[CH2:23][CH2:24][C:25]3([NH:29]/[C:28](=[N:30]/[C:31]([C:33]4[C:38]([NH2:39])=[N:37][C:36]([NH2:40])=[C:35]([Cl:41])[N:34]=4)=[O:32])/[NH:27][CH2:26]3)[CH2:42][CH2:43]2)=[O:21])=[CH:16][CH:17]=1)=[O:6])([CH3:56])([CH3:55])[CH3:54]. (4) The product is: [C:1]1([S:7]([O:10][C:11]2[C:20]([Br:21])=[C:19]3[C:14]([CH:15]=[CH:16][C:17]([CH:22]=[O:23])=[N:18]3)=[CH:13][CH:12]=2)(=[O:9])=[O:8])[CH:2]=[CH:3][CH:4]=[CH:5][CH:6]=1. Given the reactants [C:1]1([S:7]([O:10][C:11]2[C:20]([Br:21])=[C:19]3[C:14]([CH:15]=[CH:16][C:17]([CH3:22])=[N:18]3)=[CH:13][CH:12]=2)(=[O:9])=[O:8])[CH:6]=[CH:5][CH:4]=[CH:3][CH:2]=1.[O:23]1CCOCC1, predict the reaction product. (5) Given the reactants [C:1]1([S:7]([Cl:10])(=[O:9])=[O:8])[CH:6]=[CH:5][CH:4]=[CH:3][CH:2]=1.[CH3:11][O:12][CH2:13][C:14]1[CH:19]=[CH:18][C:17]([C:20]2[C:21]([N:26]3[CH2:31][CH2:30][N:29]([CH2:32][CH2:33][NH:34][CH3:35])[CH2:28][CH2:27]3)=[N:22][CH:23]=[CH:24][N:25]=2)=[CH:16][CH:15]=1.N1CCOCC1, predict the reaction product. The product is: [ClH:10].[CH3:11][O:12][CH2:13][C:14]1[CH:15]=[CH:16][C:17]([C:20]2[C:21]([N:26]3[CH2:27][CH2:28][N:29]([CH2:32][CH2:33][N:34]([CH3:35])[S:7]([C:1]4[CH:6]=[CH:5][CH:4]=[CH:3][CH:2]=4)(=[O:9])=[O:8])[CH2:30][CH2:31]3)=[N:22][CH:23]=[CH:24][N:25]=2)=[CH:18][CH:19]=1. (6) Given the reactants Br[C:2]1[C:3]([N:22]2[CH2:26][CH2:25][C@@H:24]([OH:27])[CH2:23]2)=[N:4][CH:5]=[C:6]([CH:21]=1)[C:7]([NH:9][C:10]1[CH:15]=[CH:14][C:13]([O:16][C:17]([F:20])([F:19])[F:18])=[CH:12][CH:11]=1)=[O:8].[CH3:28][C:29]1[N:34]=[CH:33][C:32](B(O)O)=[CH:31][CH:30]=1, predict the reaction product. The product is: [OH:27][C@@H:24]1[CH2:25][CH2:26][N:22]([C:3]2[C:2]([C:32]3[CH:33]=[N:34][C:29]([CH3:28])=[CH:30][CH:31]=3)=[CH:21][C:6]([C:7]([NH:9][C:10]3[CH:15]=[CH:14][C:13]([O:16][C:17]([F:20])([F:19])[F:18])=[CH:12][CH:11]=3)=[O:8])=[CH:5][N:4]=2)[CH2:23]1. (7) Given the reactants CON(C)[C:4]([CH:6]1[CH2:10][CH2:9][N:8]([C:11]([O:13][C:14]([CH3:17])([CH3:16])[CH3:15])=[O:12])[CH2:7]1)=[O:5].[C:19]1([Mg]Br)[CH:24]=[CH:23][CH:22]=[CH:21][CH:20]=1.[NH4+].[Cl-], predict the reaction product. The product is: [C:4]([CH:6]1[CH2:10][CH2:9][N:8]([C:11]([O:13][C:14]([CH3:15])([CH3:16])[CH3:17])=[O:12])[CH2:7]1)(=[O:5])[C:19]1[CH:24]=[CH:23][CH:22]=[CH:21][CH:20]=1. (8) Given the reactants [CH2:1]([N:8]([CH2:12][C@@H:13]1[NH:17][C:16](=[O:18])[CH2:15][CH2:14]1)[CH2:9][CH2:10][OH:11])[C:2]1[CH:7]=[CH:6][CH:5]=[CH:4][CH:3]=1.[CH3:19][S:20](Cl)(=[O:22])=[O:21], predict the reaction product. The product is: [CH2:1]([N:8]([CH2:12][C@H:13]1[CH2:14][CH2:15][C:16](=[O:18])[NH:17]1)[CH2:9][CH2:10][O:11][S:20]([CH3:19])(=[O:22])=[O:21])[C:2]1[CH:3]=[CH:4][CH:5]=[CH:6][CH:7]=1. (9) The product is: [O:32]=[C:26]1[CH:25]([N:18]2[C:17](=[O:33])[C:16]3[C:20](=[CH:21][CH:22]=[CH:23][C:15]=3[CH2:14][NH:13][C:39]([CH:34]3[CH2:38][CH2:37][CH2:36][CH2:35]3)=[O:40])[C:19]2=[O:24])[CH2:30][CH2:29][C:28](=[O:31])[NH:27]1. Given the reactants N12CCCN=C1CCCCC2.Cl.[NH2:13][CH2:14][C:15]1[CH:23]=[CH:22][CH:21]=[C:20]2[C:16]=1[C:17](=[O:33])[N:18]([CH:25]1[CH2:30][CH2:29][C:28](=[O:31])[NH:27][C:26]1=[O:32])[C:19]2=[O:24].[CH:34]1([C:39](Cl)=[O:40])[CH2:38][CH2:37][CH2:36][CH2:35]1, predict the reaction product. (10) Given the reactants [OH:1][CH2:2][C:3]1[NH:12][C:11](=[O:13])[C:10]2[C:5](=[CH:6][C:7]3[CH2:16][CH2:15][CH2:14][C:8]=3[CH:9]=2)[N:4]=1.C(N(CC)CC)C.[C:24](O[C:24](=[O:29])[C:25]([CH3:28])([CH3:27])[CH3:26])(=[O:29])[C:25]([CH3:28])([CH3:27])[CH3:26], predict the reaction product. The product is: [CH3:26][C:25]([CH3:28])([CH3:27])[C:24]([O:1][CH2:2][C:3]1[NH:12][C:11](=[O:13])[C:10]2[C:5](=[CH:6][C:7]3[CH2:16][CH2:15][CH2:14][C:8]=3[CH:9]=2)[N:4]=1)=[O:29].